The task is: Predict the product of the given reaction.. This data is from Forward reaction prediction with 1.9M reactions from USPTO patents (1976-2016). (1) Given the reactants [OH:1][C:2]1[CH:11]=[CH:10][C:5]([C:6]([O:8][CH3:9])=[O:7])=[CH:4][C:3]=1[C:12]([NH:14][CH:15]1[CH2:20][CH2:19][CH2:18][CH:17]([C:21]([O:23][CH3:24])=[O:22])[CH2:16]1)=[O:13].Br[CH2:26]/[CH:27]=[CH:28]/[C:29]1[CH:34]=[CH:33][C:32]([O:35][CH2:36][CH2:37][CH2:38][CH2:39][O:40][C:41]2[CH:46]=[CH:45][CH:44]=[CH:43][CH:42]=2)=[CH:31][CH:30]=1, predict the reaction product. The product is: [CH3:24][O:23][C:21]([CH:17]1[CH2:18][CH2:19][CH2:20][CH:15]([NH:14][C:12]([C:3]2[CH:4]=[C:5]([CH:10]=[CH:11][C:2]=2[O:1][CH2:26]/[CH:27]=[CH:28]/[C:29]2[CH:34]=[CH:33][C:32]([O:35][CH2:36][CH2:37][CH2:38][CH2:39][O:40][C:41]3[CH:42]=[CH:43][CH:44]=[CH:45][CH:46]=3)=[CH:31][CH:30]=2)[C:6]([O:8][CH3:9])=[O:7])=[O:13])[CH2:16]1)=[O:22]. (2) Given the reactants ON1C2C=CC=CC=2N=N1.Cl.CN(C)CCCN=C=NCC.[Cl:23][C:24]1[CH:29]=[CH:28][C:27]([CH:30]([C:49]2[CH:54]=[CH:53][C:52]([Cl:55])=[CH:51][CH:50]=2)[N:31]2[CH2:34][CH:33]([CH2:35][S:36]([NH:39][C:40]3[CH:48]=[CH:47][CH:46]=[CH:45][C:41]=3C(O)=O)(=[O:38])=[O:37])[CH2:32]2)=[CH:26][CH:25]=1.Cl.[NH2:57][C@@H:58]([C:60]([NH2:62])=[O:61])[CH3:59].[O:63]1CCC[CH2:64]1, predict the reaction product. The product is: [Cl:55][C:52]1[CH:51]=[CH:50][C:49]([CH:30]([C:27]2[CH:28]=[CH:29][C:24]([Cl:23])=[CH:25][CH:26]=2)[N:31]2[CH2:32][CH:33]([CH2:35][S:36]([NH:39][C:40]3[CH:48]=[C:47]([CH:46]=[CH:45][CH:41]=3)[C:64]([NH:57][C@@H:58]([C:60](=[O:61])[NH2:62])[CH3:59])=[O:63])(=[O:38])=[O:37])[CH2:34]2)=[CH:54][CH:53]=1. (3) Given the reactants [NH2:1][OH:2].Cl.[CH2:4]([C:6]1([S:15]([C:18]2[CH:23]=[CH:22][CH:21]=[C:20]([C:24]([F:27])([F:26])[F:25])[CH:19]=2)(=[O:17])=[O:16])[CH2:11][CH2:10][O:9][CH:8]([C:12]([NH2:14])=O)[CH2:7]1)[CH3:5], predict the reaction product. The product is: [CH2:4]([C:6]1([S:15]([C:18]2[CH:23]=[CH:22][CH:21]=[C:20]([C:24]([F:26])([F:27])[F:25])[CH:19]=2)(=[O:16])=[O:17])[CH2:11][CH2:10][O:9][CH:8]([C:12](=[NH:14])[NH:1][OH:2])[CH2:7]1)[CH3:5]. (4) Given the reactants Br[C:2]1[C:7]([N:8](COC)[S:9]([C:12]2[CH:17]=[CH:16][C:15]([C:18]([CH3:21])([CH3:20])[CH3:19])=[CH:14][CH:13]=2)(=[O:11])=[O:10])=[CH:6][C:5]([Cl:25])=[CH:4][N:3]=1.[F:26][C:27]1[CH:38]=[CH:37][CH:36]=[CH:35][C:28]=1[C:29](N(OC)C)=[O:30].Cl.O, predict the reaction product. The product is: [C:18]([C:15]1[CH:16]=[CH:17][C:12]([S:9]([NH:8][C:7]2[C:2]([C:29](=[O:30])[C:28]3[CH:35]=[CH:36][CH:37]=[CH:38][C:27]=3[F:26])=[N:3][CH:4]=[C:5]([Cl:25])[CH:6]=2)(=[O:11])=[O:10])=[CH:13][CH:14]=1)([CH3:19])([CH3:21])[CH3:20]. (5) Given the reactants [CH3:1][O:2][C:3]1[CH:4]=[C:5]([CH:21]=[C:22]([O:24][CH3:25])[CH:23]=1)[CH2:6][NH:7][C:8]1[CH:13]=[C:12](F)[CH:11]=[CH:10][C:9]=1[C:15](=[O:20])[C:16]([F:19])([F:18])[F:17].[C:26]([N:33]1[CH2:38][CH2:37][NH:36][CH2:35][CH2:34]1)([O:28][C:29]([CH3:32])([CH3:31])[CH3:30])=[O:27].C(N(CC)C(C)C)(C)C, predict the reaction product. The product is: [CH3:1][O:2][C:3]1[CH:4]=[C:5]([CH:21]=[C:22]([O:24][CH3:25])[CH:23]=1)[CH2:6][NH:7][C:8]1[CH:13]=[C:12]([N:36]2[CH2:35][CH2:34][N:33]([C:26]([O:28][C:29]([CH3:32])([CH3:31])[CH3:30])=[O:27])[CH2:38][CH2:37]2)[CH:11]=[CH:10][C:9]=1[C:15](=[O:20])[C:16]([F:19])([F:18])[F:17]. (6) Given the reactants [CH3:1][O:2][C:3]1[CH:10]=[CH:9][C:6]([CH2:7]Br)=[CH:5][CH:4]=1.[Cl:11][C:12]1[C:13]([OH:21])=[N:14][CH:15]=[C:16]([N+:18]([O-:20])=[O:19])[CH:17]=1.C([O-])([O-])=O.[K+].[K+], predict the reaction product. The product is: [Cl:11][C:12]1[C:13](=[O:21])[N:14]([CH2:7][C:6]2[CH:9]=[CH:10][C:3]([O:2][CH3:1])=[CH:4][CH:5]=2)[CH:15]=[C:16]([N+:18]([O-:20])=[O:19])[CH:17]=1. (7) Given the reactants C1C=C(Cl)C=C(C(OO)=[O:9])C=1.[N:12]1([C:17]([O:19][CH2:20][C:21]2[CH:30]=[CH:29][C:28]3[C:23](=[CH:24][CH:25]=[CH:26][CH:27]=3)[CH:22]=2)=[O:18])[CH2:16][CH:15]=[CH:14][CH2:13]1, predict the reaction product. The product is: [CH:14]12[O:9][CH:15]1[CH2:16][N:12]([C:17]([O:19][CH2:20][C:21]1[CH:30]=[CH:29][C:28]3[C:23](=[CH:24][CH:25]=[CH:26][CH:27]=3)[CH:22]=1)=[O:18])[CH2:13]2. (8) Given the reactants Br[C:2]1[CH:10]=[C:9]2[C:5]([C:6]3[CH2:16][CH2:15][CH2:14][N:13]([C:17]([O:19][C:20]([CH3:23])([CH3:22])[CH3:21])=[O:18])[CH2:12][C:7]=3[N:8]2[CH3:11])=[CH:4][CH:3]=1.[CH2:24]([O:31][C:32]1[CH:37]=[CH:36][NH:35][C:34](=[O:38])[CH:33]=1)[C:25]1[CH:30]=[CH:29][CH:28]=[CH:27][CH:26]=1.C([O-])([O-])=O.[Cs+].[Cs+].OC1C=CC=C2C=1N=CC=C2, predict the reaction product. The product is: [C:20]([O:19][C:17]([N:13]1[CH2:14][CH2:15][CH2:16][C:6]2[C:5]3[C:9](=[CH:10][C:2]([N:35]4[CH:36]=[CH:37][C:32]([O:31][CH2:24][C:25]5[CH:26]=[CH:27][CH:28]=[CH:29][CH:30]=5)=[CH:33][C:34]4=[O:38])=[CH:3][CH:4]=3)[N:8]([CH3:11])[C:7]=2[CH2:12]1)=[O:18])([CH3:23])([CH3:22])[CH3:21]. (9) Given the reactants [F:1][C:2]1[C:7]([O:8][CH3:9])=[CH:6][C:5]([O:10][CH3:11])=[C:4]([F:12])[C:3]=1[N:13]1[CH2:18][C:17]2[CH:19]=[N:20][C:21]3[NH:25][C:24]([CH:26]=O)=[CH:23][C:22]=3[C:16]=2[N:15]([CH3:28])[C:14]1=[O:29].[N:30]1([CH2:36][CH2:37][OH:38])[CH2:35][CH2:34][NH:33][CH2:32][CH2:31]1.C(O)(=O)C.C(O[BH-](OC(=O)C)OC(=O)C)(=O)C.[Na+], predict the reaction product. The product is: [F:12][C:4]1[C:5]([O:10][CH3:11])=[CH:6][C:7]([O:8][CH3:9])=[C:2]([F:1])[C:3]=1[N:13]1[CH2:18][C:17]2[CH:19]=[N:20][C:21]3[NH:25][C:24]([CH2:26][N:33]4[CH2:34][CH2:35][N:30]([CH2:36][CH2:37][OH:38])[CH2:31][CH2:32]4)=[CH:23][C:22]=3[C:16]=2[N:15]([CH3:28])[C:14]1=[O:29].